From a dataset of Reaction yield outcomes from USPTO patents with 853,638 reactions. Predict the reaction yield, written as a fraction of the theoretical maximum amount of product (1.0 means a 100% yield; for example, 0.34 means a 34% yield). The reactants are C1(C[N:8]2[CH2:13][CH2:12][O:11][C@@H:10]([CH2:14][NH:15][C:16](=[O:22])[O:17][C:18]([CH3:21])([CH3:20])[CH3:19])[CH2:9]2)C=CC=CC=1. The catalyst is C(O)C.[Pd]. The product is [NH:8]1[CH2:13][CH2:12][O:11][C@@H:10]([CH2:14][NH:15][C:16](=[O:22])[O:17][C:18]([CH3:20])([CH3:19])[CH3:21])[CH2:9]1. The yield is 0.970.